This data is from Forward reaction prediction with 1.9M reactions from USPTO patents (1976-2016). The task is: Predict the product of the given reaction. (1) Given the reactants Cl[C:2]1[N:20]=[C:5]2[C:6]([C:10]3[CH:15]=[CH:14][C:13]([S:16]([CH3:19])(=[O:18])=[O:17])=[CH:12][CH:11]=3)=[CH:7][CH:8]=[CH:9][N:4]2[N:3]=1.[NH2:21][C:22]1[CH:23]=[C:24]([N:28]2[CH2:33][CH2:32][N:31]([CH2:34][C:35]([CH3:38])([OH:37])[CH3:36])[CH2:30][CH2:29]2)[CH:25]=[CH:26][CH:27]=1.C1(P(C2CCCCC2)C2C=CC=CC=2C2C=CC=CC=2P(C2CCCCC2)C2CCCCC2)CCCCC1, predict the reaction product. The product is: [CH3:19][S:16]([C:13]1[CH:14]=[CH:15][C:10]([C:6]2[C:5]3[N:4]([N:3]=[C:2]([NH:21][C:22]4[CH:23]=[C:24]([N:28]5[CH2:29][CH2:30][N:31]([CH2:34][C:35]([CH3:38])([OH:37])[CH3:36])[CH2:32][CH2:33]5)[CH:25]=[CH:26][CH:27]=4)[N:20]=3)[CH:9]=[CH:8][CH:7]=2)=[CH:11][CH:12]=1)(=[O:18])=[O:17]. (2) Given the reactants [Br:1][C:2]1[CH:10]=[CH:9][C:5]([C:6]([OH:8])=O)=[CH:4][C:3]=1[O:11][CH3:12].[CH3:13][N:14](C=O)C.[C:18](Cl)(=[O:22])[C:19](Cl)=O.[CH2:24](Cl)Cl, predict the reaction product. The product is: [Br:1][C:2]1[CH:10]=[CH:9][C:5]([C:6]([NH:14][CH2:13][C:18]([OH:22])([CH3:19])[CH3:24])=[O:8])=[CH:4][C:3]=1[O:11][CH3:12]. (3) The product is: [Cl:2][C:3]1[CH:8]=[CH:7][C:6]([CH:9]2[CH2:14][CH2:13][CH2:12][N:11]([C:15]([C:17]3[C:18]([NH2:23])=[N:19][N:20]([CH3:22])[CH:21]=3)=[O:16])[CH2:10]2)=[C:5]([C:31]([F:34])([F:32])[F:33])[CH:4]=1. Given the reactants Cl.[Cl:2][C:3]1[CH:8]=[CH:7][C:6]([CH:9]2[CH2:14][CH2:13][CH2:12][N:11]([C:15]([C:17]3[C:18]([NH:23]C(=O)OC(C)(C)C)=[N:19][N:20]([CH3:22])[CH:21]=3)=[O:16])[CH2:10]2)=[C:5]([C:31]([F:34])([F:33])[F:32])[CH:4]=1, predict the reaction product. (4) Given the reactants [CH2:1]([O:3][C:4]([C@@H:6]1[CH2:10][CH:9]([O:11][Si:12]([C:15]([CH3:18])([CH3:17])[CH3:16])([CH3:14])[CH3:13])[CH2:8][C@H:7]1[CH2:19][OH:20])=[O:5])[CH3:2].I[CH3:22], predict the reaction product. The product is: [CH2:1]([O:3][C:4]([C@@H:6]1[CH2:10][CH:9]([O:11][Si:12]([C:15]([CH3:16])([CH3:18])[CH3:17])([CH3:13])[CH3:14])[CH2:8][C@H:7]1[CH2:19][O:20][CH3:22])=[O:5])[CH3:2]. (5) Given the reactants [NH2:1][C:2]1[CH:3]=[CH:4][CH:5]=[C:6]2[C:11]=1[N:10]=[CH:9][CH:8]=[CH:7]2.[C:12]([C:14]1[N:19]=[CH:18][C:17]([S:20](Cl)(=O)=[O:21])=[CH:16][CH:15]=1)#[N:13], predict the reaction product. The product is: [N:10]1[C:11]2[C:6](=[CH:5][CH:4]=[CH:3][C:2]=2[NH:1][S:20]([C:17]2[CH:18]=[N:19][C:14]([C:12]#[N:13])=[CH:15][CH:16]=2)=[O:21])[CH:7]=[CH:8][CH:9]=1.